This data is from Forward reaction prediction with 1.9M reactions from USPTO patents (1976-2016). The task is: Predict the product of the given reaction. Given the reactants [N+:1]([C:4]1[CH:12]=[C:8]([C:9]([OH:11])=O)[C:7]([OH:13])=[CH:6][CH:5]=1)([O-:3])=[O:2].[F:14][C:15]([F:28])([F:27])[C:16]1[CH:17]=[C:18]([CH:20]=[C:21]([C:23]([F:26])([F:25])[F:24])[CH:22]=1)[NH2:19], predict the reaction product. The product is: [F:14][C:15]([F:27])([F:28])[C:16]1[CH:17]=[C:18]([NH:19][C:9](=[O:11])[C:8]2[CH:12]=[C:4]([N+:1]([O-:3])=[O:2])[CH:5]=[CH:6][C:7]=2[OH:13])[CH:20]=[C:21]([C:23]([F:24])([F:26])[F:25])[CH:22]=1.